This data is from Catalyst prediction with 721,799 reactions and 888 catalyst types from USPTO. The task is: Predict which catalyst facilitates the given reaction. (1) Reactant: [NH2:1][C:2]1[CH:7]=[CH:6][C:5]([O:8][C:9]2[CH:14]=[C:13]([CH3:15])[C:12]([NH:16][C:17]([O:19][C:20]([CH3:23])([CH3:22])[CH3:21])=[O:18])=[C:11]([CH3:24])[CH:10]=2)=[CH:4][C:3]=1[N:25]([CH3:33])[C:26](=[O:32])[O:27][C:28]([CH3:31])([CH3:30])[CH3:29].[O:34]=[C:35]1[NH:39][C:38](=[O:40])[CH:37]([CH2:41][C:42]2[CH:52]=[CH:51][C:45]([O:46][CH2:47][C:48](O)=[O:49])=[CH:44][CH:43]=2)[S:36]1.C(P(=O)(OCC)OCC)#N.C(N(CC)CC)C. Product: [C:20]([O:19][C:17]([NH:16][C:12]1[C:13]([CH3:15])=[CH:14][C:9]([O:8][C:5]2[CH:6]=[CH:7][C:2]([NH:1][C:48](=[O:49])[CH2:47][O:46][C:45]3[CH:44]=[CH:43][C:42]([CH2:41][CH:37]4[S:36][C:35](=[O:34])[NH:39][C:38]4=[O:40])=[CH:52][CH:51]=3)=[C:3]([N:25]([CH3:33])[C:26](=[O:32])[O:27][C:28]([CH3:31])([CH3:30])[CH3:29])[CH:4]=2)=[CH:10][C:11]=1[CH3:24])=[O:18])([CH3:22])([CH3:23])[CH3:21]. The catalyst class is: 7. (2) Reactant: C(OC([NH:8][CH2:9][CH2:10][S:11][C:12]1[CH:17]=[CH:16][CH:15]=[C:14]([CH:18]([C:27]2[NH:31][C:30]3[CH:32]=[CH:33][CH:34]=[CH:35][C:29]=3[N:28]=2)[O:19][CH:20]2[CH2:25][CH2:24][N:23]([CH3:26])[CH2:22][CH2:21]2)[CH:13]=1)=O)(C)(C)C.FC(F)(F)C(O)=O.O.[OH-].[Na+]. Product: [NH:28]1[C:29]2[CH:35]=[CH:34][CH:33]=[CH:32][C:30]=2[N:31]=[C:27]1[CH:18]([O:19][CH:20]1[CH2:25][CH2:24][N:23]([CH3:26])[CH2:22][CH2:21]1)[C:14]1[CH:13]=[C:12]([S:11][CH2:10][CH2:9][NH2:8])[CH:17]=[CH:16][CH:15]=1. The catalyst class is: 4. (3) Reactant: [NH:1]1[C:9]2[C:4](=[CH:5][CH:6]=[C:7]([C:10]([O:12][CH2:13][CH3:14])=[O:11])[CH:8]=2)[CH:3]=[C:2]1[C:15]([O:17][CH2:18][CH3:19])=[O:16].[CH3:20][C:21]1[CH:26]=[CH:25][C:24]([S:27]([O:30][CH2:31][C:32]([F:46])([F:45])[CH2:33]OS(C2C=CC(C)=CC=2)(=O)=O)(=[O:29])=[O:28])=[CH:23][CH:22]=1.C([O-])([O-])=O.[K+].[K+]. Product: [F:46][C:32]([F:45])([CH2:31][O:30][S:27]([C:24]1[CH:25]=[CH:26][C:21]([CH3:20])=[CH:22][CH:23]=1)(=[O:29])=[O:28])[CH2:33][N:1]1[C:9]2[C:4](=[CH:5][CH:6]=[C:7]([C:10]([O:12][CH2:13][CH3:14])=[O:11])[CH:8]=2)[CH:3]=[C:2]1[C:15]([O:17][CH2:18][CH3:19])=[O:16]. The catalyst class is: 3. (4) Reactant: [C:1]([Mg]Br)#[CH:2].CON(C)[C:8](=[O:18])[CH2:9][O:10][C:11]1[CH:16]=[CH:15][C:14]([F:17])=[CH:13][CH:12]=1.CCOCC. Product: [F:17][C:14]1[CH:13]=[CH:12][C:11]([O:10][CH2:9][C:8](=[O:18])[C:1]#[CH:2])=[CH:16][CH:15]=1. The catalyst class is: 1. (5) Reactant: [CH3:1][S:2][C:3]1[N:4]=[CH:5][C:6]2[CH:12]=[N:11][CH:10]=[CH:9][C:7]=2[N:8]=1.CN(C)C=O.FC(F)(F)C(O)=O.[I:25]N1C(=O)CCC1=O.S([O-])([O-])(=O)=S.[Na+].[Na+]. Product: [I:25][C:9]1[C:7]2[N:8]=[C:3]([S:2][CH3:1])[N:4]=[CH:5][C:6]=2[CH:12]=[N:11][CH:10]=1. The catalyst class is: 6. (6) Reactant: [CH2:1]([N:8]1[CH:16]=[C:15]2[C:10]([CH:11]=[C:12]([C:17]3[CH:18]=[C:19]([CH:27]4[CH2:32][CH2:31][NH:30][CH2:29][CH2:28]4)[N:20]4[C:25]=3[C:24]([NH2:26])=[N:23][CH:22]=[N:21]4)[CH:13]=[CH:14]2)=[N:9]1)[C:2]1[CH:7]=[CH:6][CH:5]=[CH:4][CH:3]=1.[CH3:33][N:34]([CH3:39])[S:35](Cl)(=[O:37])=[O:36].C(N(CC)CC)C. Product: [NH2:26][C:24]1[C:25]2=[C:17]([C:12]3[CH:13]=[CH:14][C:15]4[C:10]([CH:11]=3)=[N:9][N:8]([CH2:1][C:2]3[CH:3]=[CH:4][CH:5]=[CH:6][CH:7]=3)[CH:16]=4)[CH:18]=[C:19]([CH:27]3[CH2:32][CH2:31][N:30]([S:35]([N:34]([CH3:39])[CH3:33])(=[O:37])=[O:36])[CH2:29][CH2:28]3)[N:20]2[N:21]=[CH:22][N:23]=1. The catalyst class is: 11. (7) The catalyst class is: 1. Product: [CH2:20]([N:22]([CH2:54][CH2:55][OH:56])[C:23](=[O:53])[C:24]1[CH:29]=[CH:28][C:27]([C@@H:30]([N:37]2[CH2:42][C@@H:41]([CH3:43])[N:40]([CH2:44][C:45]3[CH:50]=[CH:49][CH:48]=[C:47]([F:51])[CH:46]=3)[CH2:39][C@@H:38]2[CH3:52])[C:31]2[CH:32]=[CH:33][CH:34]=[CH:35][CH:36]=2)=[CH:26][CH:25]=1)[CH3:21]. Reactant: O.[F-].C([N+](CCCC)(CCCC)CCCC)CCC.[CH2:20]([N:22]([CH2:54][CH2:55][O:56][Si](CC)(CC)CC)[C:23](=[O:53])[C:24]1[CH:29]=[CH:28][C:27]([C@@H:30]([N:37]2[CH2:42][C@@H:41]([CH3:43])[N:40]([CH2:44][C:45]3[CH:50]=[CH:49][CH:48]=[C:47]([F:51])[CH:46]=3)[CH2:39][C@@H:38]2[CH3:52])[C:31]2[CH:36]=[CH:35][CH:34]=[CH:33][CH:32]=2)=[CH:26][CH:25]=1)[CH3:21].